Predict the product of the given reaction. From a dataset of Forward reaction prediction with 1.9M reactions from USPTO patents (1976-2016). (1) Given the reactants [CH:1]1[C:10]2[C:5](=[CH:6][CH:7]=[CH:8][CH:9]=2)[CH:4]=[CH:3][C:2]=1[CH2:11][C:12]1[CH:16]=[C:15]([C:17]2[CH:22]=[CH:21][N:20]=[CH:19][CH:18]=2)[S:14][C:13]=1[C:23]([O:25]CC)=[O:24].CO.O1CCCC1.O.[OH-].[Li+], predict the reaction product. The product is: [CH:1]1[C:10]2[C:5](=[CH:6][CH:7]=[CH:8][CH:9]=2)[CH:4]=[CH:3][C:2]=1[CH2:11][C:12]1[CH:16]=[C:15]([C:17]2[CH:18]=[CH:19][N:20]=[CH:21][CH:22]=2)[S:14][C:13]=1[C:23]([OH:25])=[O:24]. (2) Given the reactants [F:1][C:2]1[C:8](F)=[CH:7][CH:6]=[C:5]([N+:10]([O-:12])=[O:11])[C:3]=1[NH2:4].[Br:13][C:14]1[CH:21]=[CH:20][C:17]([CH2:18]N)=[CH:16][CH:15]=1.CS(C)=O.CCN(CC)CC, predict the reaction product. The product is: [F:1][C:2]1[C:8]([CH2:18][C:17]2[CH:20]=[CH:21][C:14]([Br:13])=[CH:15][CH:16]=2)=[CH:7][CH:6]=[C:5]([N+:10]([O-:12])=[O:11])[C:3]=1[NH2:4]. (3) Given the reactants [Cl:1][C:2]1[N:10]=[C:9]([NH:11][C:12]2[CH:13]=[C:14]([CH:17]=[CH:18][C:19]=2[N+:20]([O-])=O)[C:15]#[N:16])[N:8]=[C:7]2[C:3]=1[NH:4][C:5](=[O:29])[N:6]2[CH:23]1[CH2:28][CH2:27][O:26][CH2:25][CH2:24]1.[S], predict the reaction product. The product is: [NH2:20][C:19]1[CH:18]=[CH:17][C:14]([C:15]#[N:16])=[CH:13][C:12]=1[NH:11][C:9]1[N:8]=[C:7]2[C:3]([NH:4][C:5](=[O:29])[N:6]2[CH:23]2[CH2:24][CH2:25][O:26][CH2:27][CH2:28]2)=[C:2]([Cl:1])[N:10]=1. (4) The product is: [C:29]([Si:16]([O:11][CH2:10][C:9]1[CH:8]=[C:7]([Br:6])[CH:14]=[C:13]([Br:15])[CH:12]=1)([C:23]1[CH:28]=[CH:27][CH:26]=[CH:25][CH:24]=1)[C:17]1[CH:18]=[CH:19][CH:20]=[CH:21][CH:22]=1)([CH3:32])([CH3:30])[CH3:31]. Given the reactants N1C=CN=C1.[Br:6][C:7]1[CH:8]=[C:9]([CH:12]=[C:13]([Br:15])[CH:14]=1)[CH2:10][OH:11].[Si:16](Cl)([C:29]([CH3:32])([CH3:31])[CH3:30])([C:23]1[CH:28]=[CH:27][CH:26]=[CH:25][CH:24]=1)[C:17]1[CH:22]=[CH:21][CH:20]=[CH:19][CH:18]=1, predict the reaction product. (5) Given the reactants [Br:1][C:2]1[C:3](=[O:28])[N:4]([C:20]2[C:25]([F:26])=[CH:24][CH:23]=[CH:22][C:21]=2[F:27])[C:5]([CH2:18][OH:19])=[CH:6][C:7]=1[O:8][CH2:9][C:10]1[CH:15]=[CH:14][C:13]([F:16])=[CH:12][C:11]=1[F:17].CC(C)=[O:31].OS(O)(=O)=O.O=[Cr](=O)=O, predict the reaction product. The product is: [Br:1][C:2]1[C:3](=[O:28])[N:4]([C:20]2[C:21]([F:27])=[CH:22][CH:23]=[CH:24][C:25]=2[F:26])[C:5]([C:18]([OH:31])=[O:19])=[CH:6][C:7]=1[O:8][CH2:9][C:10]1[CH:15]=[CH:14][C:13]([F:16])=[CH:12][C:11]=1[F:17]. (6) Given the reactants C(O[C:4](=[O:10])[C:5]([O:7][CH2:8][CH3:9])=[O:6])C.[CH3:11][C:12]([CH3:14])=[O:13].[Na:15], predict the reaction product. The product is: [OH:10][C:4](=[CH:11][C:12](=[O:13])[CH3:14])[C:5]([O:7][CH2:8][CH3:9])=[O:6].[Na:15].